This data is from CYP2D6 inhibition data for predicting drug metabolism from PubChem BioAssay. The task is: Regression/Classification. Given a drug SMILES string, predict its absorption, distribution, metabolism, or excretion properties. Task type varies by dataset: regression for continuous measurements (e.g., permeability, clearance, half-life) or binary classification for categorical outcomes (e.g., BBB penetration, CYP inhibition). Dataset: cyp2d6_veith. (1) The compound is COc1cc(CCN)ccc1O. The result is 0 (non-inhibitor). (2) The molecule is NC12CC3CC(CC(C3)C1)C2. The result is 0 (non-inhibitor). (3) The compound is CC(C)CN1CC2(CCN(S(=O)(=O)c3ccccc3)CC2)C1. The result is 1 (inhibitor). (4) The compound is Cc1cc(C(=O)O)c(C)n1-c1cccc(C(=O)O)c1.O=C1C[C@@H]2OCC=C3CN4CC[C@]56c7ccccc7N1[C@@H]5[C@@H]2[C@H]3C[C@H]46. The result is 0 (non-inhibitor). (5) The molecule is CC(=O)N1CCC(=O)N(C(C)C)c2ccccc21. The result is 1 (inhibitor). (6) The drug is O=c1[nH]c2cc(Cl)ccc2c(O)c1-c1ccc(Oc2ccccc2)cc1. The result is 0 (non-inhibitor). (7) The molecule is O=C(O)Cc1nn(Cc2ccc(Br)cc2F)c(=O)c2ccccc12. The result is 0 (non-inhibitor). (8) The drug is CC12CN3CC(C)(CN(C1)C31CCSCC1)C2=O. The result is 0 (non-inhibitor).